This data is from Full USPTO retrosynthesis dataset with 1.9M reactions from patents (1976-2016). The task is: Predict the reactants needed to synthesize the given product. (1) Given the product [C:14]([Si:1]([O:18][CH2:19][C@H:20]1[O:27][CH:26]2[C@:22]([CH3:30])([O:23][C:24]([CH3:28])([CH3:29])[O:25]2)[C@H:21]1[I:56])([C:8]1[CH:13]=[CH:12][CH:11]=[CH:10][CH:9]=1)[C:2]1[CH:3]=[CH:4][CH:5]=[CH:6][CH:7]=1)([CH3:15])([CH3:16])[CH3:17], predict the reactants needed to synthesize it. The reactants are: [Si:1]([O:18][CH2:19][C@H:20]1[O:27][CH:26]2[C@:22]([CH3:30])([O:23][C:24]([CH3:29])([CH3:28])[O:25]2)[C@@H:21]1O)([C:14]([CH3:17])([CH3:16])[CH3:15])([C:8]1[CH:13]=[CH:12][CH:11]=[CH:10][CH:9]=1)[C:2]1[CH:7]=[CH:6][CH:5]=[CH:4][CH:3]=1.C1(P(C2C=CC=CC=2)C2C=CC=CC=2)C=CC=CC=1.N1C=CN=C1.[I:56]I. (2) Given the product [CH3:6][O:5][CH2:4][CH2:3][CH2:2][C:12]1([N:11]([CH3:24])[CH3:10])[CH2:21][CH2:20][C:15]2([O:19][CH2:18][CH2:17][O:16]2)[CH2:14][CH2:13]1, predict the reactants needed to synthesize it. The reactants are: Cl[CH2:2][CH2:3][CH2:4][O:5][CH3:6].[Mg].II.[CH3:10][N:11]([CH3:24])[C:12]1(C#N)[CH2:21][CH2:20][C:15]2([O:19][CH2:18][CH2:17][O:16]2)[CH2:14][CH2:13]1.[NH4+].[Cl-].